Dataset: Forward reaction prediction with 1.9M reactions from USPTO patents (1976-2016). Task: Predict the product of the given reaction. (1) Given the reactants ClCl.C(S[C:11]1[CH:16]=[CH:15][CH:14]=[CH:13][C:12]=1[S:17]([CH:20]([CH3:22])[CH3:21])(=[O:19])=[O:18])C1C=CC=CC=1.[S:23]([Cl:27])(Cl)(=[O:25])=[O:24], predict the reaction product. The product is: [CH3:22][CH:20]([S:17]([C:12]1[CH:13]=[CH:14][CH:15]=[CH:16][C:11]=1[S:23]([Cl:27])(=[O:25])=[O:24])(=[O:18])=[O:19])[CH3:21]. (2) Given the reactants [CH3:1][C:2]1[CH:6]=[C:5]([C:7]([OH:9])=O)[N:4]([CH2:10][C:11]([F:14])([F:13])[F:12])[N:3]=1.O1CCCC1.S(Cl)(Cl)=O.[NH2:24][C:25]1[CH:26]=[C:27]([CH:44]=[CH:45][C:46]=1[CH3:47])[O:28][C:29]1[CH:30]=[CH:31][C:32]2[N:33]([N:35]=[C:36]([NH:38][C:39]([CH:41]3[CH2:43][CH2:42]3)=[O:40])[N:37]=2)[CH:34]=1, predict the reaction product. The product is: [CH:41]1([C:39]([NH:38][C:36]2[N:37]=[C:32]3[CH:31]=[CH:30][C:29]([O:28][C:27]4[CH:44]=[CH:45][C:46]([CH3:47])=[C:25]([NH:24][C:7]([C:5]5[N:4]([CH2:10][C:11]([F:14])([F:13])[F:12])[N:3]=[C:2]([CH3:1])[CH:6]=5)=[O:9])[CH:26]=4)=[CH:34][N:33]3[N:35]=2)=[O:40])[CH2:42][CH2:43]1. (3) Given the reactants [NH:1]1[C:5]2=[C:6]([NH:10][C:11](=[O:13])[CH3:12])[N:7]=[CH:8][CH:9]=[C:4]2[CH:3]=[CH:2]1.[Cl:14][C:15]1[CH:20]=[C:19]([C:21](=[O:25])[NH:22][CH2:23][CH3:24])[CH:18]=[C:17]([Cl:26])[C:16]=1[C:27](Cl)=[O:28], predict the reaction product. The product is: [C:11]([NH:10][C:6]1[N:7]=[CH:8][CH:9]=[C:4]2[C:3]([C:27]([C:16]3[C:17]([Cl:26])=[CH:18][C:19]([C:21]([NH:22][CH2:23][CH3:24])=[O:25])=[CH:20][C:15]=3[Cl:14])=[O:28])=[CH:2][NH:1][C:5]=12)(=[O:13])[CH3:12]. (4) Given the reactants [CH3:1][C:2]1[N:7]=[CH:6][C:5]([C:8]2[N:9]=[C:10]3[CH2:24][CH2:23][CH2:22][N:21]([CH2:25][CH2:26][CH2:27][CH2:28][CH2:29][CH2:30][C:31]([O:33]CC)=[O:32])[C:11]3=[N:12][C:13]=2[C:14]2[CH:15]=[N:16][C:17]([CH3:20])=[CH:18][CH:19]=2)=[CH:4][CH:3]=1.[OH-].[Na+], predict the reaction product. The product is: [CH3:1][C:2]1[N:7]=[CH:6][C:5]([C:8]2[N:9]=[C:10]3[CH2:24][CH2:23][CH2:22][N:21]([CH2:25][CH2:26][CH2:27][CH2:28][CH2:29][CH2:30][C:31]([OH:33])=[O:32])[C:11]3=[N:12][C:13]=2[C:14]2[CH:15]=[N:16][C:17]([CH3:20])=[CH:18][CH:19]=2)=[CH:4][CH:3]=1. (5) Given the reactants [Cl:1][C:2]1[CH:10]=[C:6]([C:7]([OH:9])=O)[C:5]([OH:11])=[CH:4][CH:3]=1.[F:12][C:13]([F:26])([F:25])[C:14]1[CH:15]=[C:16]([CH:18]=[C:19]([C:21]([F:24])([F:23])[F:22])[CH:20]=1)[NH2:17].P(Cl)(Cl)Cl.C(=O)([O-])O.[Na+], predict the reaction product. The product is: [F:12][C:13]([F:25])([F:26])[C:14]1[CH:15]=[C:16]([NH:17][C:7](=[O:9])[C:6]2[CH:10]=[C:2]([Cl:1])[CH:3]=[CH:4][C:5]=2[OH:11])[CH:18]=[C:19]([C:21]([F:22])([F:24])[F:23])[CH:20]=1. (6) Given the reactants CCN(CC)CC.Br[C:9]1[N:13]2[CH:14]=[C:15]([C:22]3[CH:26]=[CH:25][O:24][CH:23]=3)[CH:16]=[C:17]([C:18]([F:21])([F:20])[F:19])[C:12]2=[N:11][C:10]=1[C:27]([N:29]1[CH2:34][CH2:33][CH:32]([N:35]2[CH2:39][CH2:38][O:37][C:36]2=[O:40])[CH2:31][CH2:30]1)=[O:28].[C:41]([B-](F)(F)F)([CH3:43])=[CH2:42].[K+], predict the reaction product. The product is: [O:24]1[CH:25]=[CH:26][C:22]([C:15]2[CH:16]=[C:17]([C:18]([F:19])([F:21])[F:20])[C:12]3[N:13]([C:9]([C:41]([CH3:43])=[CH2:42])=[C:10]([C:27]([N:29]4[CH2:30][CH2:31][CH:32]([N:35]5[CH2:39][CH2:38][O:37][C:36]5=[O:40])[CH2:33][CH2:34]4)=[O:28])[N:11]=3)[CH:14]=2)=[CH:23]1. (7) Given the reactants [CH3:1][C:2]1[CH:6]=[C:5]([CH2:7][N:8]2C(=O)C3C(=CC=CC=3)C2=O)[N:4]([C:19]2[CH:24]=[CH:23][CH:22]=[CH:21][CH:20]=2)[N:3]=1.O.NN, predict the reaction product. The product is: [CH3:1][C:2]1[CH:6]=[C:5]([CH2:7][NH2:8])[N:4]([C:19]2[CH:24]=[CH:23][CH:22]=[CH:21][CH:20]=2)[N:3]=1. (8) Given the reactants Cl[C:2]([O:4][CH:5]([CH3:7])[CH3:6])=[O:3].Cl.[O:9]1[C:14]2=[CH:15][CH:16]=[CH:17][C:13]2=[CH:12][CH:11]=[C:10]1N1CCCCC1.C([N:26]([CH:30]([CH3:32])C)[CH:27]([CH3:29])C)C.O.Cl[CH2:35]Cl, predict the reaction product. The product is: [CH:5]([O:4][C:2]([N:26]1[CH2:27][CH2:29][CH2:35][CH2:32][CH:30]1[C:10]1[O:9][C:14]2=[CH:15][CH:16]=[CH:17][C:13]2=[CH:12][CH:11]=1)=[O:3])([CH3:7])[CH3:6].